This data is from Reaction yield outcomes from USPTO patents with 853,638 reactions. The task is: Predict the reaction yield, written as a fraction of the theoretical maximum amount of product (1.0 means a 100% yield; for example, 0.34 means a 34% yield). (1) The reactants are [C:1]([C:4]1[CH:9]=[CH:8][CH:7]=[CH:6][C:5]=1[NH:10][C:11]1[CH:35]=[CH:34][C:14]([CH2:15][C@@H:16]([C:25]([O:27][CH2:28][CH2:29][Si:30]([CH3:33])([CH3:32])[CH3:31])=[O:26])[NH:17]C(OC(C)(C)C)=O)=[CH:13][CH:12]=1)([OH:3])=[O:2].Cl.O1CCOCC1. No catalyst specified. The product is [C:1]([C:4]1[CH:9]=[CH:8][CH:7]=[CH:6][C:5]=1[NH:10][C:11]1[CH:35]=[CH:34][C:14]([CH2:15][C@@H:16]([C:25]([O:27][CH2:28][CH2:29][Si:30]([CH3:32])([CH3:31])[CH3:33])=[O:26])[NH2:17])=[CH:13][CH:12]=1)([OH:3])=[O:2]. The yield is 1.00. (2) The reactants are [Br:1][C:2]1[CH:3]=[C:4]([CH:8]=[C:9]([CH3:11])[CH:10]=1)[C:5]([OH:7])=O.[F:12][C:13]([F:22])([F:21])[C:14]1[CH:15]=[C:16]([CH:18]=[CH:19][CH:20]=1)[NH2:17]. No catalyst specified. The product is [Br:1][C:2]1[CH:3]=[C:4]([CH:8]=[C:9]([CH3:11])[CH:10]=1)[C:5]([NH:17][C:16]1[CH:18]=[CH:19][CH:20]=[C:14]([C:13]([F:12])([F:21])[F:22])[CH:15]=1)=[O:7]. The yield is 0.580. (3) The reactants are O[CH:2]([C:6]1[C:7]([CH3:19])=[C:8]2[C:12](=[CH:13][C:14]=1[CH3:15])[N:11]([C:16](=[O:18])[CH3:17])[CH2:10][CH2:9]2)[C:3]([OH:5])=[O:4].P(O)(O)O.[I-].[K+].O. The catalyst is C(O)(=O)C. The product is [C:16]([N:11]1[C:12]2[C:8](=[C:7]([CH3:19])[C:6]([CH2:2][C:3]([OH:5])=[O:4])=[C:14]([CH3:15])[CH:13]=2)[CH2:9][CH2:10]1)(=[O:18])[CH3:17]. The yield is 0.850. (4) The reactants are [Cl-].[Al+3].[Cl-].[Cl-].[Br:5][C:6]1[CH:15]=[CH:14][C:9]2[O:10][CH2:11][CH2:12][O:13][C:8]=2[CH:7]=1.Cl[C:17](=[O:23])[C:18]([O:20][CH2:21][CH3:22])=[O:19]. The catalyst is ClCCl. The product is [Br:5][C:6]1[C:15]([C:17](=[O:23])[C:18]([O:20][CH2:21][CH3:22])=[O:19])=[CH:14][C:9]2[O:10][CH2:11][CH2:12][O:13][C:8]=2[CH:7]=1. The yield is 0.970. (5) The reactants are S(=O)(=O)(O)[OH:2].N(=[CH:8][C:9]([NH:11][C:12]1[CH:19]=[CH:18][C:15]([O:16][CH3:17])=[CH:14][CH:13]=1)=[O:10])O. The catalyst is O. The product is [CH3:17][O:16][C:15]1[CH:14]=[C:13]2[C:12](=[CH:19][CH:18]=1)[NH:11][C:9](=[O:10])[C:8]2=[O:2]. The yield is 0.650. (6) The reactants are [CH2:1]([CH:3]([CH2:13][CH2:14][CH2:15][CH3:16])[CH2:4][O:5][C:6](=[O:12])/[CH:7]=[CH:8]\[C:9]([O-:11])=[O:10])[CH3:2].P(Cl)(Cl)(Cl)(Cl)[Cl:18]. No catalyst specified. The product is [Cl-:18].[CH2:1]([CH:3]([CH2:13][CH2:14][CH2:15][CH3:16])[CH2:4][O:5][C:6](=[O:12])/[CH:7]=[CH:8]\[C:9]([OH:11])=[O:10])[CH3:2]. The yield is 0.920. (7) The reactants are [N+:1]([C:4]1[CH:5]=[C:6]([NH2:10])[CH:7]=[CH:8][CH:9]=1)([O-:3])=[O:2].[N:11]([O-])=O.[Na+].[Cl:15][Sn]Cl.O. The catalyst is O.Cl. The product is [ClH:15].[N+:1]([C:4]1[CH:5]=[C:6]([NH:10][NH2:11])[CH:7]=[CH:8][CH:9]=1)([O-:3])=[O:2]. The yield is 0.730. (8) The reactants are Br[C:2]1[CH:3]=[C:4]([CH2:12][CH2:13][CH2:14][CH2:15][O:16][Si:17]([C:20]([CH3:23])([CH3:22])[CH3:21])([CH3:19])[CH3:18])[N:5]2[C:10]=1[C:9]([NH2:11])=[N:8][CH:7]=[N:6]2.[CH2:24]([N:31]1[CH:39]=[C:38]2[C:33]([CH:34]=[C:35](B3OC(C)(C)C(C)(C)O3)[CH:36]=[CH:37]2)=[N:32]1)[C:25]1[CH:30]=[CH:29][CH:28]=[CH:27][CH:26]=1.C([O-])([O-])=O.[Na+].[Na+]. The catalyst is COCCOC. The product is [CH2:24]([N:31]1[CH:39]=[C:38]2[C:33]([CH:34]=[C:35]([C:2]3[CH:3]=[C:4]([CH2:12][CH2:13][CH2:14][CH2:15][O:16][Si:17]([C:20]([CH3:23])([CH3:22])[CH3:21])([CH3:19])[CH3:18])[N:5]4[C:10]=3[C:9]([NH2:11])=[N:8][CH:7]=[N:6]4)[CH:36]=[CH:37]2)=[N:32]1)[C:25]1[CH:30]=[CH:29][CH:28]=[CH:27][CH:26]=1. The yield is 0.480. (9) The reactants are Br[C:2]1[C:7](=[O:8])[N:6]([CH2:9][C:10]2[CH:15]=[CH:14][C:13]([C:16]3[C:17]([C:22]#[N:23])=[CH:18][CH:19]=[CH:20][CH:21]=3)=[CH:12][CH:11]=2)[C:5]([CH2:24][CH2:25][CH3:26])=[N:4][C:3]=1[CH3:27].[CH:28]([O:31][C:32]1[CH:37]=[CH:36][C:35](B(O)O)=[CH:34][CH:33]=1)([CH3:30])[CH3:29].C(=O)([O-])[O-].[Cs+].[Cs+]. The catalyst is O1CCOCC1.C(OCC)(=O)C.C1C=CC(P(C2C=CC=CC=2)[C-]2C=CC=C2)=CC=1.C1C=CC(P(C2C=CC=CC=2)[C-]2C=CC=C2)=CC=1.Cl[Pd]Cl.[Fe+2]. The product is [CH:28]([O:31][C:32]1[CH:37]=[CH:36][C:35]([C:2]2[C:7](=[O:8])[N:6]([CH2:9][C:10]3[CH:15]=[CH:14][C:13]([C:16]4[C:17]([C:22]#[N:23])=[CH:18][CH:19]=[CH:20][CH:21]=4)=[CH:12][CH:11]=3)[C:5]([CH2:24][CH2:25][CH3:26])=[N:4][C:3]=2[CH3:27])=[CH:34][CH:33]=1)([CH3:30])[CH3:29]. The yield is 0.890. (10) The reactants are [Cl:1][C:2]1[CH:3]=[CH:4][C:5]([N:8]2[CH:12]=[C:11]([CH2:13][CH2:14][CH2:15][O:16][C:17]3[CH:22]=[CH:21][CH:20]=[CH:19][C:18]=3[CH2:23][C:24]([O:26]C)=[O:25])[C:10]([CH:28]([CH3:30])[CH3:29])=[N:9]2)=[N:6][CH:7]=1.[OH-].[Na+].O1CCCC1.Cl. The catalyst is C(O)C. The product is [Cl:1][C:2]1[CH:3]=[CH:4][C:5]([N:8]2[CH:12]=[C:11]([CH2:13][CH2:14][CH2:15][O:16][C:17]3[CH:22]=[CH:21][CH:20]=[CH:19][C:18]=3[CH2:23][C:24]([OH:26])=[O:25])[C:10]([CH:28]([CH3:30])[CH3:29])=[N:9]2)=[N:6][CH:7]=1. The yield is 0.820.